This data is from Merck oncology drug combination screen with 23,052 pairs across 39 cell lines. The task is: Regression. Given two drug SMILES strings and cell line genomic features, predict the synergy score measuring deviation from expected non-interaction effect. Drug 1: Cn1nnc2c(C(N)=O)ncn2c1=O. Drug 2: NC(=O)c1cccc2cn(-c3ccc(C4CCCNC4)cc3)nc12. Cell line: SW620. Synergy scores: synergy=26.4.